From a dataset of Forward reaction prediction with 1.9M reactions from USPTO patents (1976-2016). Predict the product of the given reaction. (1) Given the reactants Br[C:2]1[C:3]([F:19])=[CH:4][C:5]2[O:14][CH2:13][CH2:12][C:11]3[S:10][C:9]([C:15]([NH2:17])=[O:16])=[N:8][C:7]=3[C:6]=2[CH:18]=1.[CH3:20][C:21]1[O:25][N:24]=[C:23]([C@:26]([OH:30])([C:28]#[CH:29])[CH3:27])[CH:22]=1, predict the reaction product. The product is: [F:19][C:3]1[C:2]([C:29]#[C:28][C@@:26]([OH:30])([C:23]2[CH:22]=[C:21]([CH3:20])[O:25][N:24]=2)[CH3:27])=[CH:18][C:6]2[C:7]3[N:8]=[C:9]([C:15]([NH2:17])=[O:16])[S:10][C:11]=3[CH2:12][CH2:13][O:14][C:5]=2[CH:4]=1. (2) The product is: [CH2:1]([O:8][C:9]1[CH:14]=[CH:13][C:12]([NH:15][C:16]2[C:21]([NH2:22])=[CH:20][C:19]([Br:25])=[CH:18][N:17]=2)=[CH:11][CH:10]=1)[C:2]1[CH:3]=[CH:4][CH:5]=[CH:6][CH:7]=1. Given the reactants [CH2:1]([O:8][C:9]1[CH:14]=[CH:13][C:12]([NH:15][C:16]2[C:21]([N+:22]([O-])=O)=[CH:20][C:19]([Br:25])=[CH:18][N:17]=2)=[CH:11][CH:10]=1)[C:2]1[CH:7]=[CH:6][CH:5]=[CH:4][CH:3]=1.O.O.[Sn](Cl)Cl.C(=O)(O)[O-].[Na+], predict the reaction product. (3) Given the reactants [N+:1]([CH2:4][CH2:5][C:6]1[CH:11]=[CH:10][CH:9]=[CH:8][CH:7]=1)([O-:3])=[O:2].C[O:13][CH:14](OC)[CH2:15][CH2:16][CH2:17][CH:18]=O, predict the reaction product. The product is: [N+:1](/[C:4](/[CH2:5][C:6]1[CH:11]=[CH:10][CH:9]=[CH:8][CH:7]=1)=[CH:18]/[CH2:17][CH2:16][CH2:15][CH:14]=[O:13])([O-:3])=[O:2]. (4) Given the reactants Br[C:2]1[C:7]([C:8]([O:10][CH3:11])=[O:9])=[CH:6][CH:5]=[CH:4][C:3]=1[NH:12][C:13]1[CH2:14][N:15]([C:20]([O:22][CH2:23][C:24]2[CH:29]=[CH:28][CH:27]=[CH:26][CH:25]=2)=[O:21])[CH2:16][C:17](=[O:19])[CH:18]=1.C1(C)C=CC=CC=1P(C1C=CC=CC=1C)C1C=CC=CC=1C.C(N(CC)CC)C, predict the reaction product. The product is: [O:19]=[C:17]1[C:18]2[C:2]3[C:7]([C:8]([O:10][CH3:11])=[O:9])=[CH:6][CH:5]=[CH:4][C:3]=3[NH:12][C:13]=2[CH2:14][N:15]([C:20]([O:22][CH2:23][C:24]2[CH:29]=[CH:28][CH:27]=[CH:26][CH:25]=2)=[O:21])[CH2:16]1. (5) The product is: [Cl:14][C:15]1[CH:20]=[CH:19][C:18](/[CH:21]=[CH:22]/[S:23]([NH:1][C:2]2[CH:7]=[CH:6][C:5]([C:8]#[N:9])=[CH:4][C:3]=2[S:10]([NH2:13])(=[O:11])=[O:12])(=[O:24])=[O:25])=[C:17]([O:27][CH3:28])[CH:16]=1. Given the reactants [NH2:1][C:2]1[CH:7]=[CH:6][C:5]([C:8]#[N:9])=[CH:4][C:3]=1[S:10]([NH2:13])(=[O:12])=[O:11].[Cl:14][C:15]1[CH:20]=[CH:19][C:18]([CH:21]=[CH:22][S:23](Cl)(=[O:25])=[O:24])=[C:17]([O:27][CH3:28])[CH:16]=1, predict the reaction product.